From a dataset of Reaction yield outcomes from USPTO patents with 853,638 reactions. Predict the reaction yield, written as a fraction of the theoretical maximum amount of product (1.0 means a 100% yield; for example, 0.34 means a 34% yield). The reactants are Br[C:2]1[CH:3]=[CH:4][CH:5]=[C:6]2[C:11]=1[N:10]=[C:9]([O:12][CH3:13])[CH:8]=[CH:7]2.C([O:17][B:18](OC(C)C)[O:19]C(C)C)(C)C.C([Li])CCC. The catalyst is C1(C)C=CC=CC=1.O1CCCC1. The product is [CH3:13][O:12][C:9]1[CH:8]=[CH:7][C:6]2[C:11](=[C:2]([B:18]([OH:19])[OH:17])[CH:3]=[CH:4][CH:5]=2)[N:10]=1. The yield is 0.400.